From a dataset of Experimentally validated miRNA-target interactions with 360,000+ pairs, plus equal number of negative samples. Binary Classification. Given a miRNA mature sequence and a target amino acid sequence, predict their likelihood of interaction. (1) The miRNA is hsa-miR-3156-3p with sequence CUCCCACUUCCAGAUCUUUCU. The protein sequence of the target gene is MAANMYRVGDYVYFENSSSNPYLIRRIEELNKTASGNVEAKVVCFYRRRDISNTLIMLADKHAKEIEEESETTVEADLTDKQKHQLKHRELFLSRQYESLPATHIRGKCSVALLNETESVLSYLDKEDTFFYSLVYDPSLKTLLADKGEIRVGPRYQADIPEMLLEGESDEREQSKLEVKVWDPNSPLTDRQIDQFLVVARAVGTFARALDCSSSVRQPSLHMSAAAASRDITLFHAMDTLYRHSYDLSSAISVLVPLGGPVLCRDEMEEWSASEASLFEEALEKYGKDFNDIRQDFLPW.... Result: 1 (interaction). (2) The miRNA is hsa-miR-5089-3p with sequence AUGCUACUCGGAAAUCCCACUGA. The protein sequence of the target gene is MNTTDNGVNCLCAICGDRATGKHYGASSCDGCKGFFRRSIRKSHVYSCRFSRQCVVDKDKRNQCRYCRLRKCFRAGMKKEAVQNERDRISTRRSTFDGSNIPSINTLAQAEVRSRQISVSSPGSSTDINVKKIASIGDVCESMKQQLLVLVEWAKYIPAFCELPLDDQVALLRAHAGEHLLLGATKRSMMYKDILLLGNNYVIHRNSCEVEISRVANRVLDELVRPFQEIQIDDNEYACLKAIVFFDPDAKGLSDPVKIKNMRFQVQIGLEDYINDRQYDSRGRFGELLLLLPTLQSITW.... Result: 0 (no interaction).